This data is from Forward reaction prediction with 1.9M reactions from USPTO patents (1976-2016). The task is: Predict the product of the given reaction. (1) Given the reactants C(OC([NH:8][C:9]1[CH:14]=[C:13]([C:15]2[C:16]([C:29]3[CH:34]=[CH:33][C:32]([F:35])=[C:31]([F:36])[CH:30]=3)=[N:17][N:18]([C:20]3[CH:21]=[CH:22][C:23]4[N:24]([CH:26]=[N:27][N:28]=4)[N:25]=3)[CH:19]=2)[CH:12]=[CH:11][N:10]=1)=O)(C)(C)C.C(OC(NC1C=C(C2C(C3C=CC=CC=3)=NN(C3C=CC4N(C=NN=4)N=3)C=2)C=CN=1)=O)(C)(C)C, predict the reaction product. The product is: [NH2:8][C:9]1[CH:14]=[C:13]([C:15]2[C:16]([C:29]3[CH:34]=[CH:33][C:32]([F:35])=[C:31]([F:36])[CH:30]=3)=[N:17][N:18]([C:20]3[CH:21]=[CH:22][C:23]4[N:24]([CH:26]=[N:27][N:28]=4)[N:25]=3)[CH:19]=2)[CH:12]=[CH:11][N:10]=1. (2) Given the reactants [Cl:1][C:2]1[CH:7]=[CH:6][C:5]([CH:8]2[CH2:13][CH2:12][CH2:11][CH2:10][C:9]2=O)=[CH:4][CH:3]=1.[CH3:15][N:16]1[CH:20]=[C:19]([C:21]([NH2:23])=[O:22])[C:18]([C:24]([F:27])([F:26])[F:25])=[N:17]1, predict the reaction product. The product is: [Cl:1][C:2]1[CH:7]=[CH:6][C:5]([C:8]2[CH2:13][CH2:12][CH2:11][CH2:10][C:9]=2[NH:23][C:21]([C:19]2[C:18]([C:24]([F:25])([F:27])[F:26])=[N:17][N:16]([CH3:15])[CH:20]=2)=[O:22])=[CH:4][CH:3]=1. (3) The product is: [Cl:8][C:9]1[C:10]([O:23][C:24]2[CH:25]=[N:26][C:27]([O:31][C@@H:32]([CH3:37])[C:33]([F:35])([F:36])[F:34])=[C:28]([Cl:30])[CH:29]=2)=[CH:11][C:12]([F:22])=[C:13]([CH:21]=1)[C:14]([OH:16])=[O:15]. Given the reactants FC(F)(F)C(O)=O.[Cl:8][C:9]1[C:10]([O:23][C:24]2[CH:25]=[N:26][C:27]([O:31][C@@H:32]([CH3:37])[C:33]([F:36])([F:35])[F:34])=[C:28]([Cl:30])[CH:29]=2)=[CH:11][C:12]([F:22])=[C:13]([CH:21]=1)[C:14]([O:16]C(C)(C)C)=[O:15], predict the reaction product. (4) The product is: [NH2:1][C:4]1[CH:5]=[C:6]2[C:10](=[CH:11][CH:12]=1)[NH:9][CH:8]=[C:7]2[C:13]1[CH2:18][CH2:17][N:16]([CH2:19][CH2:20][OH:21])[CH2:15][CH:14]=1. Given the reactants [N+:1]([C:4]1[CH:5]=[C:6]2[C:10](=[CH:11][CH:12]=1)[NH:9][CH:8]=[C:7]2[C:13]1[CH2:18][CH2:17][N:16]([CH2:19][CH2:20][OH:21])[CH2:15][CH:14]=1)([O-])=O.O.NN.N.C(Cl)Cl, predict the reaction product. (5) Given the reactants [CH3:1][C:2]1[CH:7]=[CH:6][C:5]([CH:8]([C:33]2[CH:38]=[CH:37][C:36]([CH3:39])=[CH:35][CH:34]=2)[C:9]2[S:13][C:12]([C:14]([NH:16][C@@H:17]([CH2:22][CH2:23][CH2:24][NH:25][C:26]([O:28][C:29]([CH3:32])([CH3:31])[CH3:30])=[O:27])[C:18]([O:20]C)=[O:19])=[O:15])=[CH:11][CH:10]=2)=[CH:4][CH:3]=1, predict the reaction product. The product is: [CH3:39][C:36]1[CH:37]=[CH:38][C:33]([CH:8]([C:5]2[CH:4]=[CH:3][C:2]([CH3:1])=[CH:7][CH:6]=2)[C:9]2[S:13][C:12]([C:14]([NH:16][C@@H:17]([CH2:22][CH2:23][CH2:24][NH:25][C:26]([O:28][C:29]([CH3:32])([CH3:31])[CH3:30])=[O:27])[C:18]([OH:20])=[O:19])=[O:15])=[CH:11][CH:10]=2)=[CH:34][CH:35]=1. (6) The product is: [CH3:29][S:30]([O:17][CH2:16][C@@H:14]1[CH2:15][C@H:13]1[C:9]1[N:8]=[C:7]2[N:6]([CH3:18])[C:5](=[O:19])[N:4]([CH2:3][C:2]([CH3:21])([CH3:20])[CH3:1])[C:12]2=[CH:11][CH:10]=1)(=[O:32])=[O:31]. Given the reactants [CH3:1][C:2]([CH3:21])([CH3:20])[CH2:3][N:4]1[C:12]2[C:7](=[N:8][C:9]([C@@H:13]3[CH2:15][C@H:14]3[CH2:16][OH:17])=[CH:10][CH:11]=2)[N:6]([CH3:18])[C:5]1=[O:19].C(N(CC)CC)C.[CH3:29][S:30](Cl)(=[O:32])=[O:31], predict the reaction product. (7) Given the reactants [Cl:1][C:2]1[CH:3]=[C:4]([NH2:18])[CH:5]=[N:6][C:7]=1[N:8]1[CH2:17][CH2:16][C:11]2([O:15][CH2:14][CH2:13][O:12]2)[CH2:10][CH2:9]1.[Cl:19][C:20]1[CH:25]=[CH:24][C:23]([N:26]2[CH:30]=[C:29]([C:31](Cl)=[O:32])[CH:28]=[N:27]2)=[CH:22][CH:21]=1.O.[OH-].[Na+].N1C=CC=C[CH:38]=1, predict the reaction product. The product is: [Cl:1][C:2]1[CH:3]=[C:4]([NH:18][C:31]([C:29]2[CH:28]=[N:27][N:26]([C:23]3[CH:24]=[CH:25][C:20]([Cl:19])=[CH:21][CH:22]=3)[C:30]=2[CH3:38])=[O:32])[CH:5]=[N:6][C:7]=1[N:8]1[CH2:17][CH2:16][C:11]2([O:15][CH2:14][CH2:13][O:12]2)[CH2:10][CH2:9]1.